Dataset: Reaction yield outcomes from USPTO patents with 853,638 reactions. Task: Predict the reaction yield, written as a fraction of the theoretical maximum amount of product (1.0 means a 100% yield; for example, 0.34 means a 34% yield). The reactants are [BH3-]C#N.[Na+].[F:5][C:6]1[CH:11]=[CH:10][CH:9]=[C:8]([F:12])[C:7]=1[C:13]1[C:14]2[C:15]3[CH2:26][CH2:25][NH:24][CH2:23][CH2:22][C:16]=3[NH:17][C:18]=2[CH:19]=[CH:20][CH:21]=1. The catalyst is C(C(O)=O)(F)(F)F. The product is [F:5][C:6]1[CH:11]=[CH:10][CH:9]=[C:8]([F:12])[C:7]=1[C:13]1[C:14]2[CH:15]3[CH2:26][CH2:25][NH:24][CH2:23][CH2:22][CH:16]3[NH:17][C:18]=2[CH:19]=[CH:20][CH:21]=1. The yield is 0.690.